From a dataset of HIV replication inhibition screening data with 41,000+ compounds from the AIDS Antiviral Screen. Binary Classification. Given a drug SMILES string, predict its activity (active/inactive) in a high-throughput screening assay against a specified biological target. (1) The drug is CN1C(=O)C(=O)N2c3ccc(Cl)cc3C3(c4ccccc4)N=CC12O3. The result is 0 (inactive). (2) The molecule is COc1ccc2c(c1OC)CC1COCC21. The result is 0 (inactive). (3) The compound is CC1CC(=O)Nc2ccccc2N1C(=O)C1CC1. The result is 0 (inactive). (4) The molecule is CS(=O)(=O)Nc1ccc2c(c1)N(S(C)(=O)=O)CC2CCl. The result is 0 (inactive). (5) The drug is CC1CC(=O)N(N(C)C)C2(C#N)C(=O)NC(=N)C12C#N. The result is 0 (inactive). (6) The drug is CCSc1cc(C(=O)OC)c2n(c1=O)CCCC2. The result is 0 (inactive). (7) The drug is OC1C2C=CCC1CCC2. The result is 0 (inactive).